This data is from Peptide-MHC class II binding affinity with 134,281 pairs from IEDB. The task is: Regression. Given a peptide amino acid sequence and an MHC pseudo amino acid sequence, predict their binding affinity value. This is MHC class II binding data. (1) The peptide sequence is DVNASFRAAMATTAN. The MHC is HLA-DQA10101-DQB10501 with pseudo-sequence HLA-DQA10101-DQB10501. The binding affinity (normalized) is 0.0553. (2) The peptide sequence is NITSTALDLSSNKSV. The MHC is DRB1_0101 with pseudo-sequence DRB1_0101. The binding affinity (normalized) is 0.593.